This data is from Forward reaction prediction with 1.9M reactions from USPTO patents (1976-2016). The task is: Predict the product of the given reaction. (1) Given the reactants OCC[CH2:4][C:5]1([OH:9])[CH2:8]N[CH2:6]1.CCN(C(C)C)C(C)C.CN(C([O:26]N1N=NC2C=CC=CC1=2)=[N+](C)C)C.F[P-](F)(F)(F)(F)F.N1C2C(=CC=CC=2S(NC2C=C[C:60]([C:61]([OH:63])=O)=[CH:59][CH:58]=2)(=O)=O)C=CC=1.[CH3:66][N:67]([CH:69]=[O:70])[CH3:68], predict the reaction product. The product is: [OH:63][C:61]1([CH2:60][CH:59]([OH:26])[CH3:58])[CH2:68][N:67]([C:69]([O:9][C:5]([CH3:4])([CH3:6])[CH3:8])=[O:70])[CH2:66]1. (2) Given the reactants [Li+].CC([N-]C(C)C)C.[Cl:9][C:10]1[CH:15]=[C:14]([Cl:16])[CH:13]=[C:12]([Cl:17])[CH:11]=1.[CH:18](=[O:20])[CH3:19], predict the reaction product. The product is: [Cl:9][C:10]1[CH:15]=[C:14]([Cl:16])[CH:13]=[C:12]([Cl:17])[C:11]=1[CH:18]([OH:20])[CH3:19]. (3) Given the reactants [NH2:1][C:2]1[C:3]([CH:8]=O)=[N:4][CH:5]=[CH:6][CH:7]=1.[CH3:10][S:11]([C:14]1[CH:19]=[CH:18][CH:17]=[CH:16][C:15]=1[C:20](=O)[CH2:21][C:22]([O:24][CH3:25])=[O:23])(=[O:13])=[O:12].O.O.O.O.O.O.O.[Cl-].[Ce+3].[Cl-].[Cl-], predict the reaction product. The product is: [CH3:10][S:11]([C:14]1[CH:19]=[CH:18][CH:17]=[CH:16][C:15]=1[C:20]1[C:21]([C:22]([O:24][CH3:25])=[O:23])=[CH:8][C:3]2[C:2](=[CH:7][CH:6]=[CH:5][N:4]=2)[N:1]=1)(=[O:13])=[O:12]. (4) Given the reactants [CH3:1][C:2]1[C:7]([B:8]2[O:12][C:11]([CH3:14])([CH3:13])[C:10]([CH3:16])([CH3:15])[O:9]2)=[CH:6][CH:5]=[CH:4][C:3]=1[NH:17][C:18]([C:20]1[S:21][CH:22]=[CH:23][N:24]=1)=[O:19].[H-].[Na+].I[CH3:28].O, predict the reaction product. The product is: [CH3:28][N:17]([C:3]1[CH:4]=[CH:5][CH:6]=[C:7]([B:8]2[O:12][C:11]([CH3:13])([CH3:14])[C:10]([CH3:16])([CH3:15])[O:9]2)[C:2]=1[CH3:1])[C:18]([C:20]1[S:21][CH:22]=[CH:23][N:24]=1)=[O:19]. (5) Given the reactants [Cl:1][C:2]1[CH:15]=[CH:14][C:5]([C:6]([C:8]2[CH:13]=[CH:12][N:11]=[CH:10][CH:9]=2)=[O:7])=[CH:4][CH:3]=1.[BH4-].[BH4-].[BH4-].[BH4-].[Na+].[Na+].[Na+].[Na+].Cl, predict the reaction product. The product is: [N:11]1[CH:12]=[CH:13][C:8]([CH:6]([C:5]2[CH:14]=[CH:15][C:2]([Cl:1])=[CH:3][CH:4]=2)[OH:7])=[CH:9][CH:10]=1. (6) Given the reactants [N:1]1[C:5]2[CH:6]=[CH:7][C:8]([NH2:10])=[CH:9][C:4]=2[NH:3][CH:2]=1.[Br:11][C:12]1[CH:13]=[C:14]([CH:17]=[CH:18][CH:19]=1)[CH2:15]Br.C([O-])([O-])=O.[K+].[K+], predict the reaction product. The product is: [Br:11][C:12]1[CH:13]=[C:14]([CH:17]=[CH:18][CH:19]=1)[CH2:15][N:10]([CH2:15][C:14]1[CH:17]=[CH:18][CH:19]=[C:12]([Br:11])[CH:13]=1)[C:8]1[CH:7]=[CH:6][C:5]2[NH:1][CH:2]=[N:3][C:4]=2[CH:9]=1. (7) Given the reactants [C:1]1([S:7]([N:10]2[C:18]3[C:13](=[CH:14][CH:15]=[CH:16][CH:17]=3)[C:12](I)=[CH:11]2)(=[O:9])=[O:8])[CH:6]=[CH:5][CH:4]=[CH:3][CH:2]=1.CC1(C)C(C)(C)OB([C:28]2[CH:36]=[CH:35][C:31]3[N:32]=[CH:33][O:34][C:30]=3[CH:29]=2)O1, predict the reaction product. The product is: [C:1]1([S:7]([N:10]2[C:18]3[C:13](=[CH:14][CH:15]=[CH:16][CH:17]=3)[C:12]([C:28]3[CH:36]=[CH:35][C:31]4[N:32]=[CH:33][O:34][C:30]=4[CH:29]=3)=[CH:11]2)(=[O:9])=[O:8])[CH:6]=[CH:5][CH:4]=[CH:3][CH:2]=1. (8) Given the reactants [C:1]([C:3]1[CH:8]=[CH:7][C:6]([C:9]2[CH:10]=[N:11][N:12]([C:15]3[CH:23]=[CH:22][C:18]([C:19]([OH:21])=O)=[CH:17][N:16]=3)[C:13]=2[OH:14])=[C:5]([CH3:24])[CH:4]=1)#[N:2].[O:25]1[CH2:30][CH2:29][CH2:28][CH2:27][CH:26]1[CH2:31][NH2:32], predict the reaction product. The product is: [C:1]([C:3]1[CH:8]=[CH:7][C:6]([C:9]2[CH:10]=[N:11][N:12]([C:15]3[CH:23]=[CH:22][C:18]([C:19]([NH:32][CH2:31][CH:26]4[CH2:27][CH2:28][CH2:29][CH2:30][O:25]4)=[O:21])=[CH:17][N:16]=3)[C:13]=2[OH:14])=[C:5]([CH3:24])[CH:4]=1)#[N:2]. (9) Given the reactants [CH2:1]([O:8][CH2:9][CH2:10][CH2:11][C:12]([OH:14])=O)[C:2]1[CH:7]=[CH:6][CH:5]=[CH:4][CH:3]=1.CCN(CC)CC.CN(C(O[N:30]1N=[N:37][C:32]2[CH:33]=CC=C[C:31]1=2)=[N+](C)C)C.[B-](F)(F)(F)F.C([O-])(=[O:46])C.[NH4+], predict the reaction product. The product is: [CH2:1]([O:8][CH2:9][CH2:10][CH2:11][C:12]([NH:37][C@@H:32]1[CH2:33][NH:30][C:31]1=[O:46])=[O:14])[C:2]1[CH:3]=[CH:4][CH:5]=[CH:6][CH:7]=1. (10) Given the reactants [O:1]1[CH:5]=[CH:4][C:3]([S:6](Cl)(=[O:8])=[O:7])=[CH:2]1.[NH3:10], predict the reaction product. The product is: [O:1]1[CH:5]=[CH:4][C:3]([S:6]([NH2:10])(=[O:8])=[O:7])=[CH:2]1.